This data is from Forward reaction prediction with 1.9M reactions from USPTO patents (1976-2016). The task is: Predict the product of the given reaction. Given the reactants [C:1](O)(=[O:3])[CH3:2].[NH2:5][CH2:6][C:7]1[C:8]([F:30])=[C:9]([CH:14]([O:27][CH2:28][CH3:29])[C:15]([NH:17][CH2:18][C:19]2[CH:24]=[CH:23][C:22]([C:25]#[N:26])=[CH:21][CH:20]=2)=[O:16])[C:10]([F:13])=[CH:11][CH:12]=1.C(Cl)(=O)C, predict the reaction product. The product is: [C:1]([NH:5][CH2:6][C:7]1[C:8]([F:30])=[C:9]([CH:14]([O:27][CH2:28][CH3:29])[C:15]([NH:17][CH2:18][C:19]2[CH:24]=[CH:23][C:22]([C:25]#[N:26])=[CH:21][CH:20]=2)=[O:16])[C:10]([F:13])=[CH:11][CH:12]=1)(=[O:3])[CH3:2].